This data is from Forward reaction prediction with 1.9M reactions from USPTO patents (1976-2016). The task is: Predict the product of the given reaction. (1) Given the reactants [CH:1]([CH:3]1[CH2:8][CH2:7][CH2:6][CH2:5][N:4]1[C:9]([O:11][C:12]([CH3:15])([CH3:14])[CH3:13])=[O:10])=[O:2].[Cl:16][C:17]1[CH:18]=[C:19](Br)[CH:20]=[C:21]([Cl:23])[CH:22]=1.O, predict the reaction product. The product is: [Cl:16][C:17]1[CH:18]=[C:19]([CH:1]([OH:2])[CH:3]2[CH2:8][CH2:7][CH2:6][CH2:5][N:4]2[C:9]([O:11][C:12]([CH3:15])([CH3:14])[CH3:13])=[O:10])[CH:20]=[C:21]([Cl:23])[CH:22]=1. (2) Given the reactants C(OC(=O)[NH:7][C:8]1[C:13]([CH:14]=[O:15])=[C:12]([C:16]2[CH:21]=[CH:20][C:19]([Cl:22])=[CH:18][C:17]=2[F:23])[CH:11]=[CH:10][N:9]=1)(C)(C)C.C(O)(C(F)(F)F)=O, predict the reaction product. The product is: [NH2:7][C:8]1[N:9]=[CH:10][CH:11]=[C:12]([C:16]2[CH:21]=[CH:20][C:19]([Cl:22])=[CH:18][C:17]=2[F:23])[C:13]=1[CH:14]=[O:15].